From a dataset of Forward reaction prediction with 1.9M reactions from USPTO patents (1976-2016). Predict the product of the given reaction. (1) Given the reactants [NH2:1][CH2:2][C@H:3]([OH:15])[CH2:4][N:5]1[CH2:14][CH2:13][C:12]2[C:7](=[CH:8][CH:9]=[CH:10][CH:11]=2)[CH2:6]1.[Cl:16][C:17]1[N:22]=[CH:21][N:20]=[C:19]([C:23](Cl)=[O:24])[CH:18]=1, predict the reaction product. The product is: [Cl:16][C:17]1[N:22]=[CH:21][N:20]=[C:19]([C:23]([NH:1][CH2:2][C@H:3]([OH:15])[CH2:4][N:5]2[CH2:14][CH2:13][C:12]3[C:7](=[CH:8][CH:9]=[CH:10][CH:11]=3)[CH2:6]2)=[O:24])[CH:18]=1. (2) Given the reactants [Cl:1][C:2]1[N:7]=[CH:6][C:5]([NH2:8])=[C:4](I)[CH:3]=1.[C:10]([OH:15])(=[O:14])[C:11]([CH3:13])=O.C1N2CCN(CC2)C1, predict the reaction product. The product is: [Cl:1][C:2]1[CH:3]=[CH:4][C:5]2[NH:8][C:11]([C:10]([OH:15])=[O:14])=[CH:13][C:6]=2[N:7]=1. (3) Given the reactants [S:1]1[C:5]2[CH:6]=[CH:7][CH:8]=[CH:9][C:4]=2[N:3]=[C:2]1[C:10]([OH:12])=O.[CH3:13][CH:14]([CH3:38])[CH2:15][NH:16][C@H:17]1[CH2:22][C@@H:21]([C:23]([N:25]2[CH2:30][CH2:29][O:28][CH2:27][CH2:26]2)=[O:24])[CH2:20][N:19]([C:31]([O:33][C:34]([CH3:37])([CH3:36])[CH3:35])=[O:32])[CH2:18]1.C(N(CC)C(C)C)(C)C.F[P-](F)(F)(F)(F)F.ClC(N(C)C)=[N+](C)C, predict the reaction product. The product is: [S:1]1[C:5]2[CH:6]=[CH:7][CH:8]=[CH:9][C:4]=2[N:3]=[C:2]1[C:10]([N:16]([CH2:15][CH:14]([CH3:38])[CH3:13])[C@H:17]1[CH2:22][C@@H:21]([C:23]([N:25]2[CH2:30][CH2:29][O:28][CH2:27][CH2:26]2)=[O:24])[CH2:20][N:19]([C:31]([O:33][C:34]([CH3:35])([CH3:36])[CH3:37])=[O:32])[CH2:18]1)=[O:12].